From a dataset of Catalyst prediction with 721,799 reactions and 888 catalyst types from USPTO. Predict which catalyst facilitates the given reaction. (1) Reactant: [F:1][C:2]1[CH:7]=[C:6]([F:8])[CH:5]=[CH:4][C:3]=1[N:9]1[C:16]2[C@@H:15]3[CH2:17][C@@H:14]3[CH2:13][C:12]=2[C:11]([C:18]([OH:20])=O)=[N:10]1.CN(C(ON1N=NC2C=CC=NC1=2)=[N+](C)C)C.F[P-](F)(F)(F)(F)F.CCN(C(C)C)C(C)C.[Si]([O:61][CH2:62][C@H:63]([C:65]1[CH:70]=[CH:69][N:68]=[CH:67][CH:66]=1)[NH2:64])(C(C)(C)C)(C)C.CCCC[N+](CCCC)(CCCC)CCCC.[F-].C1COCC1. Product: [OH:61][CH2:62][C@@H:63]([NH:64][C:18]([C:11]1[C:12]2[CH2:13][C@H:14]3[CH2:17][C@H:15]3[C:16]=2[N:9]([C:3]2[CH:4]=[CH:5][C:6]([F:8])=[CH:7][C:2]=2[F:1])[N:10]=1)=[O:20])[C:65]1[CH:70]=[CH:69][N:68]=[CH:67][CH:66]=1. The catalyst class is: 3. (2) Reactant: [C:1](=[O:12])(OC(Cl)(Cl)Cl)OC(Cl)(Cl)Cl.[NH2:13][C:14]1[CH:41]=[CH:40][C:17]([C:18]([N:20]2[CH2:25][CH2:24][N:23]([CH2:26][C:27]3[CH:28]=[C:29]([CH:37]=[CH:38][CH:39]=3)[C:30]([NH:32][CH:33]3[CH2:36][CH2:35][CH2:34]3)=[O:31])[CH2:22][CH2:21]2)=[O:19])=[CH:16][C:15]=1[F:42].C(N(C(C)C)C(C)C)C.[CH3:52][C:53]([CH3:57])([CH3:56])[CH2:54][NH2:55]. Product: [CH:33]1([NH:32][C:30](=[O:31])[C:29]2[CH:37]=[CH:38][CH:39]=[C:27]([CH2:26][N:23]3[CH2:24][CH2:25][N:20]([C:18](=[O:19])[C:17]4[CH:40]=[CH:41][C:14]([NH:13][C:1]([NH:55][CH2:54][C:53]([CH3:57])([CH3:56])[CH3:52])=[O:12])=[C:15]([F:42])[CH:16]=4)[CH2:21][CH2:22]3)[CH:28]=2)[CH2:34][CH2:35][CH2:36]1. The catalyst class is: 4. (3) Reactant: OCC[O:4][C:5]1[C:10]([NH:11][C:12]([C:14]2[C:23]3[C:22]4[N:24]=[CH:25][CH:26]=[CH:27][C:21]=4[CH2:20][CH2:19][CH2:18][C:17]=3[NH:16][CH:15]=2)=[O:13])=[CH:9][CH:8]=[CH:7][N:6]=1.[CH2:28]([N:30](CC)[CH2:31][CH3:32])[CH3:29].CS(Cl)(=O)=O. Product: [CH2:28]([NH:30][CH2:31][CH2:32][N:6]1[CH:7]=[CH:8][CH:9]=[C:10]([NH:11][C:12]([C:14]2[C:23]3[C:22]4[N:24]=[CH:25][CH:26]=[CH:27][C:21]=4[CH2:20][CH2:19][CH2:18][C:17]=3[NH:16][CH:15]=2)=[O:13])[C:5]1=[O:4])[CH3:29]. The catalyst class is: 2. (4) Reactant: [CH3:1][O:2][C:3]1[C:11]([O:12][CH3:13])=[CH:10][CH:9]=[CH:8][C:4]=1[C:5]([OH:7])=O.[CH2:14]([NH2:21])[CH2:15][CH2:16][CH2:17][CH2:18][CH2:19][CH3:20].Cl.C(N=C=NCCCN(C)C)C. The catalyst class is: 64. Product: [CH2:14]([NH:21][C:5](=[O:7])[C:4]1[CH:8]=[CH:9][CH:10]=[C:11]([O:12][CH3:13])[C:3]=1[O:2][CH3:1])[CH2:15][CH2:16][CH2:17][CH2:18][CH2:19][CH3:20].